From a dataset of Full USPTO retrosynthesis dataset with 1.9M reactions from patents (1976-2016). Predict the reactants needed to synthesize the given product. (1) Given the product [C:19]([CH2:22][CH2:23][CH2:24][CH2:25][CH2:26][N+:27]1[CH:32]=[CH:31][C:30](/[CH:33]=[CH:15]/[C:9]2[C:10](=[O:14])[O:11][C:12]3[C:7]([CH:8]=2)=[CH:6][CH:5]=[C:4]([N:3]([CH2:17][CH3:18])[CH2:1][CH3:2])[CH:13]=3)=[C:29]([S:34]([O-:37])(=[O:36])=[O:35])[CH:28]=1)([OH:21])=[O:20].[CH3:38][N+:39]([CH2:42][C:43]([OH:45])=[O:44])([CH3:41])[CH3:40], predict the reactants needed to synthesize it. The reactants are: [CH2:1]([N:3]([CH2:17][CH3:18])[C:4]1[CH:13]=[C:12]2[C:7]([CH:8]=[C:9]([CH:15]=O)[C:10](=[O:14])[O:11]2)=[CH:6][CH:5]=1)[CH3:2].[C:19]([CH2:22][CH2:23][CH2:24][CH2:25][CH2:26][N+:27]1[CH:32]=[CH:31][C:30]([CH3:33])=[C:29]([S:34]([O-:37])(=[O:36])=[O:35])[CH:28]=1)([OH:21])=[O:20].[CH3:38][N+:39]([CH2:42][C:43]([OH:45])=[O:44])([CH3:41])[CH3:40].CO.O. (2) Given the product [CH2:26]([N:13]1[C:12](=[O:25])[CH:11]=[C:10]([C:4]2[CH:5]=[CH:6][C:7]([O:8][CH3:9])=[C:2]([F:1])[CH:3]=2)[C:15]([C:16]2[CH:21]=[CH:20][C:19]([O:22][CH3:23])=[C:18]([F:24])[CH:17]=2)=[N:14]1)[C:27]1[CH:32]=[CH:31][CH:30]=[CH:29][CH:28]=1, predict the reactants needed to synthesize it. The reactants are: [F:1][C:2]1[CH:3]=[C:4]([C:10]2[C:15]([C:16]3[CH:21]=[CH:20][C:19]([O:22][CH3:23])=[C:18]([F:24])[CH:17]=3)=[N:14][NH:13][C:12](=[O:25])[CH:11]=2)[CH:5]=[CH:6][C:7]=1[O:8][CH3:9].[CH2:26](Br)[C:27]1[CH:32]=[CH:31][CH:30]=[CH:29][CH:28]=1. (3) Given the product [N:22]1[CH:27]=[CH:26][CH:25]=[CH:24][C:23]=1[CH2:28][N:29]1[C:37]2[C:32](=[CH:33][C:34]([NH:38][C:2]3[C:3]4[C:10]5[CH2:11][CH2:12][NH:13][CH2:14][C:9]=5[S:8][C:4]=4[N:5]=[CH:6][N:7]=3)=[CH:35][CH:36]=2)[CH:31]=[N:30]1, predict the reactants needed to synthesize it. The reactants are: Cl[C:2]1[C:3]2[C:10]3[CH2:11][CH2:12][N:13](C(OC(C)(C)C)=O)[CH2:14][C:9]=3[S:8][C:4]=2[N:5]=[CH:6][N:7]=1.[N:22]1[CH:27]=[CH:26][CH:25]=[CH:24][C:23]=1[CH2:28][N:29]1[C:37]2[C:32](=[CH:33][C:34]([NH2:38])=[CH:35][CH:36]=2)[CH:31]=[N:30]1. (4) Given the product [CH3:16][N+:17]([CH3:20])=[CH:18][Cl:19].[Cl-:3].[CH:22]([C:11]1[N:7]([CH3:6])[C:8]([C:12]([O:14][CH3:15])=[O:13])=[CH:9][CH:10]=1)=[O:23], predict the reactants needed to synthesize it. The reactants are: O=P(Cl)(Cl)[Cl:3].[CH3:6][N:7]1[CH:11]=[CH:10][CH:9]=[C:8]1[C:12]([O:14][CH3:15])=[O:13].[CH3:16][N+:17]([CH3:20])=[CH:18][Cl:19].[Cl-].[C:22]([O-])(O)=[O:23].[Na+]. (5) Given the product [CH2:21]([N:5]([CH2:3][CH3:4])[C:6](=[O:20])[O:7][C:8]1[C:17]([Cl:18])=[C:16]2[C:11]([CH2:12][CH2:13][N:14]([CH2:37][C:36]3[C:31]([O:30][CH2:23][C:24]4[CH:29]=[CH:28][CH:27]=[CH:26][CH:25]=4)=[N:32][C:33]([CH3:40])=[CH:34][C:35]=3[CH3:39])[C:15]2=[O:19])=[CH:10][CH:9]=1)[CH3:22], predict the reactants needed to synthesize it. The reactants are: [H-].[Na+].[CH2:3]([N:5]([CH2:21][CH3:22])[C:6](=[O:20])[O:7][C:8]1[C:17]([Cl:18])=[C:16]2[C:11]([CH2:12][CH2:13][NH:14][C:15]2=[O:19])=[CH:10][CH:9]=1)[CH3:4].[CH2:23]([O:30][C:31]1[C:36]([CH2:37]Cl)=[C:35]([CH3:39])[CH:34]=[C:33]([CH3:40])[N:32]=1)[C:24]1[CH:29]=[CH:28][CH:27]=[CH:26][CH:25]=1.O. (6) Given the product [C:22]1([C:12]2[N:11]=[C:10]3[CH2:9][CH2:8][CH2:7][N:6]([CH2:1][CH2:2][CH2:3]/[CH:4]=[CH:5]/[CH2:29][C:28]([O:33][CH3:34])=[O:32])[C:15]3=[N:14][C:13]=2[C:16]2[CH:17]=[CH:18][CH:19]=[CH:20][CH:21]=2)[CH:23]=[CH:24][CH:25]=[CH:26][CH:27]=1, predict the reactants needed to synthesize it. The reactants are: [CH2:1]([N:6]1[C:15]2[C:10](=[N:11][C:12]([C:22]3[CH:27]=[CH:26][CH:25]=[CH:24][CH:23]=3)=[C:13]([C:16]3[CH:21]=[CH:20][CH:19]=[CH:18][CH:17]=3)[N:14]=2)[CH2:9][CH2:8][CH2:7]1)[CH2:2][CH2:3][CH:4]=[CH2:5].[C:28]([O:33][CH3:34])(=[O:32])[CH2:29]C=C. (7) Given the product [NH2:1][CH:4]1[N:10]=[C:9]([C:11]2[CH:12]=[CH:13][CH:14]=[CH:15][CH:16]=2)[C:8]2[CH:17]=[C:18]([F:21])[CH:19]=[CH:20][C:7]=2[N:6]([CH3:22])[C:5]1=[O:23], predict the reactants needed to synthesize it. The reactants are: [N:1]([CH:4]1[N:10]=[C:9]([C:11]2[CH:16]=[CH:15][CH:14]=[CH:13][CH:12]=2)[C:8]2[CH:17]=[C:18]([F:21])[CH:19]=[CH:20][C:7]=2[N:6]([CH3:22])[C:5]1=[O:23])=[N+]=[N-].C1C=CC(P(C2C=CC=CC=2)C2C=CC=CC=2)=CC=1. (8) The reactants are: [C:1]([O:5][C:6](=[O:26])[CH2:7][S:8][C:9]([NH:18][CH2:19][C:20]1[CH:25]=[CH:24][CH:23]=[CH:22][CH:21]=1)=[C:10]1[C:15](=[O:16])[CH2:14][CH2:13][CH2:12][C:11]1=O)([CH3:4])([CH3:3])[CH3:2].CC(C)([O-])C.[K+]. Given the product [C:1]([O:5][C:6]([C:7]1[S:8][C:9]([NH:18][CH2:19][C:20]2[CH:25]=[CH:24][CH:23]=[CH:22][CH:21]=2)=[C:10]2[C:15](=[O:16])[CH2:14][CH2:13][CH2:12][C:11]=12)=[O:26])([CH3:4])([CH3:3])[CH3:2], predict the reactants needed to synthesize it. (9) Given the product [C:1]([CH:3]1[CH2:4][N:5]([C:7](=[O:49])[C@H:8]([NH:10][C:11]([C:13]2[C:21]3[C:16](=[N:17][CH:18]=[C:19]([C:22]4[C:30]5[C:25](=[CH:26][C:27]([Cl:31])=[CH:28][CH:29]=5)[N:24]([CH2:32][CH2:33][OH:34])[N:23]=4)[N:20]=3)[NH:15][CH:14]=2)=[O:12])[CH3:9])[CH2:6]1)#[N:2], predict the reactants needed to synthesize it. The reactants are: [C:1]([CH:3]1[CH2:6][N:5]([C:7](=[O:49])[C@H:8]([NH:10][C:11]([C:13]2[C:21]3[C:16](=[N:17][CH:18]=[C:19]([C:22]4[C:30]5[C:25](=[CH:26][C:27]([Cl:31])=[CH:28][CH:29]=5)[N:24]([CH2:32][CH2:33][O:34]C5CCCCO5)[N:23]=4)[N:20]=3)[N:15](COCC[Si](C)(C)C)[CH:14]=2)=[O:12])[CH3:9])[CH2:4]1)#[N:2].C(O)(C(F)(F)F)=O.